Dataset: Forward reaction prediction with 1.9M reactions from USPTO patents (1976-2016). Task: Predict the product of the given reaction. (1) Given the reactants [Br:1][C:2]1[CH:7]=[CH:6][C:5]([C:8]2[CH:13]=[CH:12][CH:11]=[CH:10][CH:9]=2)=[CH:4][CH:3]=1.[Cl-].[Al+3].[Cl-].[Cl-].[CH3:18][CH:19]([CH2:24][CH2:25][CH2:26][CH:27]([CH3:29])[CH3:28])[CH2:20][C:21](Cl)=O.C([SiH](CC)CC)C, predict the reaction product. The product is: [Br:1][C:2]1[CH:3]=[CH:4][C:5]([C:8]2[CH:13]=[CH:12][C:11]([CH2:21][CH2:20][CH:19]([CH3:18])[CH2:24][CH2:25][CH2:26][CH:27]([CH3:29])[CH3:28])=[CH:10][CH:9]=2)=[CH:6][CH:7]=1. (2) Given the reactants Br[CH2:2][C:3]([O:5][CH2:6][C:7]1[CH:12]=[CH:11][CH:10]=[CH:9][CH:8]=1)=[O:4].C1(C)C=CC=CC=1.C([O:22]CC)C, predict the reaction product. The product is: [C:3]([O:5][CH2:6][C:7]1[CH:12]=[CH:11][CH:10]=[CH:9][CH:8]=1)(=[O:4])[CH2:2][OH:22]. (3) Given the reactants [NH2:1][CH2:2][CH2:3][N:4]1[CH:8]=[CH:7][CH:6]=[C:5]1[C:9]([C:11]1[CH:16]=[CH:15][C:14]([C:17]([CH3:20])([CH3:19])[CH3:18])=[CH:13][CH:12]=1)=O.[BH4-].[Na+], predict the reaction product. The product is: [C:17]([C:14]1[CH:15]=[CH:16][C:11]([CH:9]2[NH:1][CH2:2][CH2:3][N:4]3[CH:8]=[CH:7][CH:6]=[C:5]23)=[CH:12][CH:13]=1)([CH3:20])([CH3:19])[CH3:18]. (4) Given the reactants [Br:1][C:2]1[CH:10]=[C:9]2[C:5]([C:6]([CH3:11])=[N:7][NH:8]2)=[CH:4][CH:3]=1.[C:12]1([CH3:22])[CH:17]=[CH:16][C:15]([S:18](Cl)(=[O:20])=[O:19])=[CH:14][CH:13]=1.[H-].[Na+], predict the reaction product. The product is: [Br:1][C:2]1[CH:10]=[C:9]2[C:5]([C:6]([CH3:11])=[N:7][N:8]2[S:18]([C:15]2[CH:16]=[CH:17][C:12]([CH3:22])=[CH:13][CH:14]=2)(=[O:20])=[O:19])=[CH:4][CH:3]=1.